This data is from Forward reaction prediction with 1.9M reactions from USPTO patents (1976-2016). The task is: Predict the product of the given reaction. (1) Given the reactants [C:1]([C:5]1[N:6]=[C:7]([N:24]2[CH2:28][CH2:27][C:26]([F:30])([F:29])[CH2:25]2)[C:8]2[C:9](=[N:11][N:12]([CH2:14][C:15]([C:17]3[CH:22]=[CH:21][CH:20]=C[C:18]=3Cl)=[O:16])[N:13]=2)[N:10]=1)([CH3:4])([CH3:3])[CH3:2].C(C1[N:36]=C(N2CCC(F)(F)C2)C2N=NNC=2N=1)(C)(C)C.Br.BrCC(C1C=NC=CC=1)=O, predict the reaction product. The product is: [C:1]([C:5]1[N:6]=[C:7]([N:24]2[CH2:28][CH2:27][C:26]([F:30])([F:29])[CH2:25]2)[C:8]2[C:9](=[N:11][N:12]([CH2:14][C:15]([C:17]3[CH:18]=[N:36][CH:20]=[CH:21][CH:22]=3)=[O:16])[N:13]=2)[N:10]=1)([CH3:3])([CH3:2])[CH3:4]. (2) Given the reactants Br[C:2]1[CH:7]=[CH:6][C:5]([C:8]2([C:11]([N:13]3[CH2:17][CH2:16][C@@:15]4([C:21]5[CH:22]=[CH:23][CH:24]=[CH:25][C:20]=5[C:19](=[O:26])[O:18]4)[CH2:14]3)=[O:12])[CH2:10][CH2:9]2)=[CH:4][CH:3]=1.[NH:27]1[CH:32]=[CH:31][CH:30]=[CH:29][C:28]1=[O:33].O1CCOCC1.CN[C@H]1CCCC[C@@H]1NC.C(=O)([O-])[O-].[K+].[K+], predict the reaction product. The product is: [O:33]=[C:28]1[CH:29]=[CH:30][CH:31]=[CH:32][N:27]1[C:2]1[CH:7]=[CH:6][C:5]([C:8]2([C:11]([N:13]3[CH2:17][CH2:16][C@@:15]4([C:21]5[CH:22]=[CH:23][CH:24]=[CH:25][C:20]=5[C:19](=[O:26])[O:18]4)[CH2:14]3)=[O:12])[CH2:10][CH2:9]2)=[CH:4][CH:3]=1.